This data is from Reaction yield outcomes from USPTO patents with 853,638 reactions. The task is: Predict the reaction yield, written as a fraction of the theoretical maximum amount of product (1.0 means a 100% yield; for example, 0.34 means a 34% yield). (1) The product is [CH3:1][O:2][C:3]1[CH:8]=[C:7]([C:6]([O:9][CH2:10][O:11][CH3:12])=[CH:5][N:4]=1)[CH:18]=[O:19]. The yield is 0.957. The reactants are [CH3:1][O:2][C:3]1[CH:8]=[CH:7][C:6]([O:9][CH2:10][O:11][CH3:12])=[CH:5][N:4]=1.C[Li].CN([CH:18]=[O:19])C. The catalyst is C1COCC1.C(NC(C)C)(C)C. (2) The reactants are [Cl:1][C:2]1[C:7]([CH2:8][C:9]([O:11]C)=[O:10])=[C:6]([N:13]([CH3:15])[CH3:14])[N:5]=[C:4]([CH2:16][C:17]2[CH:22]=[CH:21][C:20]([NH:23][C:24]([C:26]3[CH:35]=[CH:34][C:33]4[C:28](=[CH:29][CH:30]=[CH:31][CH:32]=4)[CH:27]=3)=[O:25])=[CH:19][CH:18]=2)[N:3]=1.[OH-].[Na+].O. The catalyst is C1COCC1.CCCCCC. The product is [Cl:1][C:2]1[C:7]([CH2:8][C:9]([OH:11])=[O:10])=[C:6]([N:13]([CH3:15])[CH3:14])[N:5]=[C:4]([CH2:16][C:17]2[CH:22]=[CH:21][C:20]([NH:23][C:24]([C:26]3[CH:35]=[CH:34][C:33]4[C:28](=[CH:29][CH:30]=[CH:31][CH:32]=4)[CH:27]=3)=[O:25])=[CH:19][CH:18]=2)[N:3]=1. The yield is 0.400. (3) The reactants are [CH3:1][CH:2]([N:4]1[C:8]([C:9]2[N:10]=[C:11]3[N:21]([CH:22]=2)[CH2:20][CH2:19][O:18][C:17]2[C:12]3=[CH:13][C:14]([C:23]([O:25]C)=[O:24])=[CH:15][CH:16]=2)=[N:7][CH:6]=[N:5]1)[CH3:3].[Li+].[OH-]. The catalyst is CO. The product is [CH3:3][CH:2]([N:4]1[C:8]([C:9]2[N:10]=[C:11]3[N:21]([CH:22]=2)[CH2:20][CH2:19][O:18][C:17]2[C:12]3=[CH:13][C:14]([C:23]([OH:25])=[O:24])=[CH:15][CH:16]=2)=[N:7][CH:6]=[N:5]1)[CH3:1]. The yield is 0.750.